This data is from CYP1A2 inhibition data for predicting drug metabolism from PubChem BioAssay. The task is: Regression/Classification. Given a drug SMILES string, predict its absorption, distribution, metabolism, or excretion properties. Task type varies by dataset: regression for continuous measurements (e.g., permeability, clearance, half-life) or binary classification for categorical outcomes (e.g., BBB penetration, CYP inhibition). Dataset: cyp1a2_veith. (1) The molecule is COc1cccc(-c2nc(NCc3ccc(OC)cc3OC)c3ccccc3n2)c1. The result is 1 (inhibitor). (2) The compound is Cc1oc(C)c(C(=O)NCCCC(=O)O)c1C(=O)NCCCC(=O)O. The result is 0 (non-inhibitor). (3) The molecule is COC(=O)C1=Nc2ccccc2/C1=C\c1c(O)n(-c2ccc(OC)cc2)c(=O)[nH]c1=O. The result is 0 (non-inhibitor). (4) The compound is CC(=O)OCc1nc2ccccc2s1. The result is 1 (inhibitor).